Task: Predict the reactants needed to synthesize the given product.. Dataset: Full USPTO retrosynthesis dataset with 1.9M reactions from patents (1976-2016) (1) Given the product [CH3:1][O:2][C:3](=[O:15])[CH2:4][C:5]1[C:10]([C:11]#[N:12])=[CH:9][C:8]([F:13])=[C:7]([Cl:18])[N:6]=1, predict the reactants needed to synthesize it. The reactants are: [CH3:1][O:2][C:3](=[O:15])[CH2:4][C:5]1[C:10]([C:11]#[N:12])=[CH:9][C:8]([F:13])=[C:7](O)[N:6]=1.O=P(Cl)(Cl)[Cl:18]. (2) Given the product [Cl:3][C:4]1[CH:5]=[C:6]([CH2:24][C:25]([OH:27])=[O:26])[CH:7]=[CH:8][C:9]=1[NH:10][C:11]([C:13]1[C:22]2[C:17](=[CH:18][CH:19]=[C:20]([F:23])[CH:21]=2)[CH:16]=[CH:15][N:14]=1)=[O:12], predict the reactants needed to synthesize it. The reactants are: [OH-].[Na+].[Cl:3][C:4]1[CH:5]=[C:6]([CH2:24][C:25]([O:27]C)=[O:26])[CH:7]=[CH:8][C:9]=1[NH:10][C:11]([C:13]1[C:22]2[C:17](=[CH:18][CH:19]=[C:20]([F:23])[CH:21]=2)[CH:16]=[CH:15][N:14]=1)=[O:12].Cl.